Dataset: Reaction yield outcomes from USPTO patents with 853,638 reactions. Task: Predict the reaction yield, written as a fraction of the theoretical maximum amount of product (1.0 means a 100% yield; for example, 0.34 means a 34% yield). The reactants are [NH:1]([C:3]1[CH:4]=[N:5][CH:6]=[CH:7][CH:8]=1)[NH2:2].[CH3:9][O:10][C:11]1[N:16]=[N:15][C:14]([C:17](=O)[CH2:18][C:19](=O)[C:20]([O:22][CH3:23])=[O:21])=[CH:13][CH:12]=1.C(O)(=O)C.[OH-].[Na+]. The catalyst is CO. The product is [CH3:9][O:10][C:11]1[N:16]=[N:15][C:14]([C:17]2[N:1]([C:3]3[CH:4]=[N:5][CH:6]=[CH:7][CH:8]=3)[N:2]=[C:19]([C:20]([O:22][CH3:23])=[O:21])[CH:18]=2)=[CH:13][CH:12]=1. The yield is 0.0500.